Dataset: Cav3 T-type calcium channel HTS with 100,875 compounds. Task: Binary Classification. Given a drug SMILES string, predict its activity (active/inactive) in a high-throughput screening assay against a specified biological target. (1) The drug is OC(=O)c1ccc(Nc2n3nc(nc3nc(c2)C)C)cc1. The result is 0 (inactive). (2) The molecule is s1nnc2cc(C(=O)NC3CCN(CC3)C(OCC)=O)ccc12. The result is 0 (inactive). (3) The drug is O(CCCCN(C)C)c1ccc(OCC)cc1. The result is 0 (inactive). (4) The compound is S(=O)(=O)(n1c2c(nc1C)cccc2)c1ccc(OCCCC)cc1. The result is 0 (inactive).